This data is from Reaction yield outcomes from USPTO patents with 853,638 reactions. The task is: Predict the reaction yield, written as a fraction of the theoretical maximum amount of product (1.0 means a 100% yield; for example, 0.34 means a 34% yield). (1) The reactants are Cl[C:2]1[CH:7]=[C:6]([Cl:8])[N:5]=[C:4]([S:9][CH3:10])[N:3]=1.Cl.[NH:12]1[CH2:17][CH2:16][CH:15]([C:18]2[C:26]3[C:21](=[N:22][CH:23]=[CH:24][CH:25]=3)[NH:20][N:19]=2)[CH2:14][CH2:13]1. The catalyst is CO.CCOC(C)=O. The product is [Cl:8][C:6]1[N:5]=[C:4]([S:9][CH3:10])[N:3]=[C:2]([N:12]2[CH2:13][CH2:14][CH:15]([C:18]3[C:26]4[C:21](=[N:22][CH:23]=[CH:24][CH:25]=4)[NH:20][N:19]=3)[CH2:16][CH2:17]2)[CH:7]=1. The yield is 0.860. (2) The reactants are [CH3:1][CH:2]([NH2:5])[CH2:3][CH3:4].[F:6][C:7]([F:19])([F:18])[C:8]1[CH:9]=C(CC(=O)C)[CH:11]=[CH:12][CH:13]=1.C1([C@H](N)C)C=CC=CC=1.C(O)(=O)CCCCCCC/C=C\CCCCCCCC. The catalyst is C(O)C(N)(CO)CO.Cl. The product is [F:6][C:7]([F:19])([F:18])[C:8]1[CH:9]=[C:4]([CH2:3][C@H:2]([NH2:5])[CH3:1])[CH:11]=[CH:12][CH:13]=1. The yield is 0.650. (3) The reactants are [Cl:1][C:2]1[CH:7]=[C:6]([O:8][CH2:9][C:10]([F:13])([F:12])[F:11])[CH:5]=[CH:4][C:3]=1[C:14](=O)[CH3:15].[CH3:17][C:18]([S@:21]([NH2:23])=[O:22])([CH3:20])[CH3:19]. No catalyst specified. The product is [Cl:1][C:2]1[CH:7]=[C:6]([O:8][CH2:9][C:10]([F:13])([F:12])[F:11])[CH:5]=[CH:4][C:3]=1[CH:14]([NH:23][S@@:21]([C:18]([CH3:20])([CH3:19])[CH3:17])=[O:22])[CH3:15]. The yield is 0.720. (4) The reactants are O1[CH2:5][CH2:4][CH2:3][CH2:2]1.[CH2:6]([O:13][C:14]([NH:16][NH:17][C@@:18]([CH3:31])([CH2:22][C:23]1[CH:28]=[CH:27][C:26]([OH:29])=[C:25]([OH:30])[CH:24]=1)[C:19]([OH:21])=[O:20])=[O:15])[C:7]1[CH:12]=[CH:11][CH:10]=[CH:9][CH:8]=1.P([O-])([O-])([O-])=O.C(=O)([O-])[O-].[Cs+].[Cs+].[CH2:43](Br)[C:44]1[CH:49]=[CH:48][CH:47]=[CH:46][CH:45]=1. The catalyst is CN(C=O)C. The product is [CH2:2]([N:17]([C@@:18]([CH3:31])([CH2:22][C:23]1[CH:28]=[CH:27][C:26]([OH:29])=[C:25]([O:30][CH2:6][C:7]2[CH:12]=[CH:11][CH:10]=[CH:9][CH:8]=2)[CH:24]=1)[C:19]([O:21][CH2:43][C:44]1[CH:49]=[CH:48][CH:47]=[CH:46][CH:45]=1)=[O:20])[NH:16][C:14]([O:13][CH2:6][C:7]1[CH:12]=[CH:11][CH:10]=[CH:9][CH:8]=1)=[O:15])[C:3]1[CH:4]=[CH:3][CH:2]=[CH:5][CH:4]=1. The yield is 0.0980.